This data is from Catalyst prediction with 721,799 reactions and 888 catalyst types from USPTO. The task is: Predict which catalyst facilitates the given reaction. (1) Reactant: [CH:1](NC(C)C)(C)C.[Li]CCCC.[CH3:13][C:14]1[S:23][C:22]2[C:21]3[C:24]([CH3:27])=[N:25][O:26][C:20]=3[C@H:19]([CH2:28][C:29]([O:31][C:32]([CH3:35])([CH3:34])[CH3:33])=[O:30])[NH:18][C:17](=[O:36])[C:16]=2[C:15]=1[CH3:37].IC. Product: [CH3:13][C:14]1[S:23][C:22]2[C:21]3[C:24]([CH3:27])=[N:25][O:26][C:20]=3[C@H:19]([C@@H:28]([CH3:1])[C:29]([O:31][C:32]([CH3:33])([CH3:34])[CH3:35])=[O:30])[NH:18][C:17](=[O:36])[C:16]=2[C:15]=1[CH3:37]. The catalyst class is: 1. (2) Reactant: [OH:1][C:2]1[CH:9]=[CH:8][C:5]([CH:6]=[O:7])=[CH:4][CH:3]=1.[CH3:10][N:11]([CH3:15])[C:12](Cl)=[O:13].Cl.C(OCC)(=O)C. Product: [CH3:10][N:11]([CH3:15])[C:12](=[O:13])[O:1][C:2]1[CH:9]=[CH:8][C:5]([CH:6]=[O:7])=[CH:4][CH:3]=1. The catalyst class is: 17. (3) Reactant: [Si:1]([O:18][C@H:19]1[C:24]([CH3:25])=[CH:23][CH2:22][C@@H:21]([C:26]([O:28][CH3:29])=[O:27])[CH2:20]1)([C:14]([CH3:17])([CH3:16])[CH3:15])([C:8]1[CH:13]=[CH:12][CH:11]=[CH:10][CH:9]=1)[C:2]1[CH:7]=[CH:6][CH:5]=[CH:4][CH:3]=1.OO.C([O-])(O)=[O:33].[Na+].O.CCOC(C)=O. Product: [Si:1]([O:18][C@@H:19]1[CH2:20][C@H:21]([C:26]([O:28][CH3:29])=[O:27])[CH2:22][C@H:23]([OH:33])[C@H:24]1[CH3:25])([C:14]([CH3:17])([CH3:15])[CH3:16])([C:8]1[CH:13]=[CH:12][CH:11]=[CH:10][CH:9]=1)[C:2]1[CH:3]=[CH:4][CH:5]=[CH:6][CH:7]=1. The catalyst class is: 1. (4) Reactant: [O:1]1CCO[CH:2]1[C:6]1[S:7][C:8]([C:11]([OH:13])=[O:12])=[CH:9][N:10]=1. The catalyst class is: 33. Product: [CH:2]([C:6]1[S:7][C:8]([C:11]([OH:13])=[O:12])=[CH:9][N:10]=1)=[O:1]. (5) Reactant: O1C2C(=CC=CC=2)CCC1.N1CCCCC1.Cl.[Cl:18][C:19]1[CH:20]=[C:21]2[C:31](=[CH:32][CH:33]=1)[O:30][C:24]1([CH2:29][CH2:28][NH:27][CH2:26][CH2:25]1)[CH2:23][C:22]2=[O:34].C([O:40][C@@H:41]([C:43]1[N:48]=[C:47](Cl)[CH:46]=[CH:45][N:44]=1)[CH3:42])(=O)CCC.C(N(CC)CC)C. Product: [Cl:18][C:19]1[CH:20]=[C:21]2[C:31](=[CH:32][CH:33]=1)[O:30][C:24]1([CH2:29][CH2:28][N:27]([C:45]3[CH:46]=[CH:47][N:48]=[C:43]([C@H:41]([OH:40])[CH3:42])[N:44]=3)[CH2:26][CH2:25]1)[CH2:23][C:22]2=[O:34]. The catalyst class is: 32. (6) Reactant: [NH2:1][C:2]1[N:6]=[CH:5][NH:4][N:3]=1.[CH3:7][C:8]([N+:15]#[C-:16])([CH3:14])[CH2:9][C:10]([CH3:13])([CH3:12])[CH3:11].[CH3:17][C:18]1[CH:25]=[C:24]([CH3:26])[CH:23]=[CH:22][C:19]=1[CH:20]=O. Product: [CH3:17][C:18]1[CH:25]=[C:24]([CH3:26])[CH:23]=[CH:22][C:19]=1[C:20]1[N:1]=[C:2]2[N:6]=[CH:5][NH:4][N:3]2[C:16]=1[NH:15][C:8]([CH3:14])([CH3:7])[CH2:9][C:10]([CH3:13])([CH3:12])[CH3:11]. The catalyst class is: 519. (7) Reactant: [NH2:1][C:2]1[CH:11]=[C:10]([F:12])[C:9]([O:13][CH3:14])=[C:8]2[C:3]=1[C:4](=[O:24])[C:5]([C:19]([O:21]CC)=[O:20])=[CH:6][N:7]2[C@@H:15]1[CH2:17][C@@H:16]1[F:18].C(O)(=O)C.Cl. Product: [NH2:1][C:2]1[CH:11]=[C:10]([F:12])[C:9]([O:13][CH3:14])=[C:8]2[C:3]=1[C:4](=[O:24])[C:5]([C:19]([OH:21])=[O:20])=[CH:6][N:7]2[C@@H:15]1[CH2:17][C@@H:16]1[F:18]. The catalyst class is: 6.